This data is from Catalyst prediction with 721,799 reactions and 888 catalyst types from USPTO. The task is: Predict which catalyst facilitates the given reaction. (1) Reactant: [CH3:1][N:2]1[C:7]2=[CH:8][S:9][C:10](C)=[C:6]2[C:5](=[O:12])[N:4]([CH3:13])[C:3]1=[O:14].[F:15][C:16]([F:24])([F:23])[C:17]1[N:18]=[C:19]([NH2:22])[S:20][CH:21]=1.CCN=C=NC[CH2:31][CH2:32]N(C)C.Cl.C1C=CC2N([OH:46])N=NC=2C=1. Product: [CH3:1][N:2]1[C:10]2[S:9][CH:8]=[C:7]([CH2:31][C:32]([NH:22][C:19]3[S:20][CH:21]=[C:17]([C:16]([F:24])([F:23])[F:15])[N:18]=3)=[O:46])[C:6]=2[C:5](=[O:12])[N:4]([CH3:13])[C:3]1=[O:14]. The catalyst class is: 864. (2) Reactant: [C:1]([C:3]1[CH:4]=[C:5]2[C:10](=[CH:11][C:12]=1[O:13][C:14]1[CH:22]=[CH:21][C:17]([C:18](O)=[O:19])=[CH:16][CH:15]=1)[O:9][CH2:8][CH2:7][CH:6]2[C:23]([O:25][CH3:26])=[O:24])#[N:2].C(Cl)(=O)C(Cl)=O.[C:33]1([C:40]2[CH:45]=[CH:44][CH:43]=[CH:42][CH:41]=2)[CH:38]=[CH:37][CH:36]=[C:35]([NH2:39])[CH:34]=1.C(N(CC)CC)C. Product: [C:33]1([C:40]2[CH:41]=[CH:42][CH:43]=[CH:44][CH:45]=2)[CH:38]=[CH:37][CH:36]=[C:35]([NH:39][C:18]([C:17]2[CH:16]=[CH:15][C:14]([O:13][C:12]3[CH:11]=[C:10]4[C:5]([CH:6]([C:23]([O:25][CH3:26])=[O:24])[CH2:7][CH2:8][O:9]4)=[CH:4][C:3]=3[C:1]#[N:2])=[CH:22][CH:21]=2)=[O:19])[CH:34]=1. The catalyst class is: 139. (3) The catalyst class is: 156. Reactant: Br[C:2]1[CH:31]=[CH:30][C:5]2[N:6]([C:9]3[CH:10]=[C:11]([NH:23][S:24]([CH:27]4[CH2:29][CH2:28]4)(=[O:26])=[O:25])[CH:12]=[C:13]([C:15]4[CH:20]=[CH:19][C:18]([F:21])=[CH:17][C:16]=4[F:22])[CH:14]=3)[CH:7]=[N:8][C:4]=2[CH:3]=1.C([O-])([O-])=O.[K+].[K+].Cl.CN(C)CC(O)=O.[NH:46]1[CH2:50][CH2:49][CH2:48][C:47]1=[O:51]. Product: [F:22][C:16]1[CH:17]=[C:18]([F:21])[CH:19]=[CH:20][C:15]=1[C:13]1[CH:14]=[C:9]([N:6]2[C:5]3[CH:30]=[CH:31][C:2]([N:46]4[CH2:50][CH2:49][CH2:48][C:47]4=[O:51])=[CH:3][C:4]=3[N:8]=[CH:7]2)[CH:10]=[C:11]([NH:23][S:24]([CH:27]2[CH2:29][CH2:28]2)(=[O:25])=[O:26])[CH:12]=1. (4) Reactant: Cl.[CH3:2][NH:3][CH3:4].[Cl:5][C:6]1[CH:20]=[CH:19][C:9]([O:10][CH2:11][C:12]([O:14]C(C)(C)C)=[O:13])=[C:8]([C:21]2[CH:22]=[N:23][C:24](S(CCC)(=O)=O)=[N:25][CH:26]=2)[CH:7]=1.C(N(CC)C(C)C)(C)C. Product: [Cl:5][C:6]1[CH:20]=[CH:19][C:9]([O:10][CH2:11][C:12]([OH:14])=[O:13])=[C:8]([C:21]2[CH:26]=[N:25][C:24]([N:3]([CH3:4])[CH3:2])=[N:23][CH:22]=2)[CH:7]=1. The catalyst class is: 296. (5) Reactant: [F:1][C:2]1[CH:14]=[CH:13][C:12]2[CH2:15][CH2:16][N:17]([CH3:20])[CH2:18][CH2:19][N:10]3[C:11]=2[C:3]=1[C:4]1[CH2:5][CH2:6][CH2:7][CH2:8][C:9]=13.C([BH3-])#N.[Na+]. Product: [F:1][C:2]1[CH:14]=[CH:13][C:12]2[CH2:15][CH2:16][N:17]([CH3:20])[CH2:18][CH2:19][N:10]3[C:11]=2[C:3]=1[CH:4]1[CH:9]3[CH2:8][CH2:7][CH2:6][CH2:5]1. The catalyst class is: 15. (6) Reactant: CC(OC(/N=N/C(OC(C)(C)C)=O)=O)(C)C.[Cl:17][C:18]1[C:27]2[C:22](=[CH:23][C:24]([OH:30])=[C:25]([O:28][CH3:29])[CH:26]=2)[N:21]=[CH:20][N:19]=1.O[CH:32]1[CH2:37][CH2:36][N:35]([C:38]([O:40][C:41]([CH3:44])([CH3:43])[CH3:42])=[O:39])[CH2:34][CH2:33]1.C1(P(C2C=CC=CC=2)C2C=CC=CC=2)C=CC=CC=1. Product: [Cl:17][C:18]1[C:27]2[C:22](=[CH:23][C:24]([O:30][CH:32]3[CH2:37][CH2:36][N:35]([C:38]([O:40][C:41]([CH3:44])([CH3:43])[CH3:42])=[O:39])[CH2:34][CH2:33]3)=[C:25]([O:28][CH3:29])[CH:26]=2)[N:21]=[CH:20][N:19]=1. The catalyst class is: 2. (7) Reactant: [Cl:1][C:2]1[C:10]2[N:9]=[C:8]3[N:11]([C:15]4[CH:20]=[CH:19][C:18]([Cl:21])=[CH:17][C:16]=4[Cl:22])[CH2:12][CH2:13][CH2:14][N:7]3[C:6]=2[C:5]([CH:23]([CH2:31][CH3:32])[CH2:24][C:25](N(OC)C)=[O:26])=[CH:4][CH:3]=1.[CH3:33][Mg]Br.[Cl-].[NH4+]. Product: [Cl:1][C:2]1[C:10]2[N:9]=[C:8]3[N:11]([C:15]4[CH:20]=[CH:19][C:18]([Cl:21])=[CH:17][C:16]=4[Cl:22])[CH2:12][CH2:13][CH2:14][N:7]3[C:6]=2[C:5]([CH:23]([CH2:31][CH3:32])[CH2:24][C:25](=[O:26])[CH3:33])=[CH:4][CH:3]=1. The catalyst class is: 7.